From a dataset of Catalyst prediction with 721,799 reactions and 888 catalyst types from USPTO. Predict which catalyst facilitates the given reaction. (1) Reactant: CN(C)C1C2C(=CC=CC=2N(C)C)C=CC=1.F[B-](F)(F)F.C[O+:23]([CH3:25])[CH3:24].[CH3:26][O:27][C:28](=[O:59])[N:29]=[C:30]([S:57][CH3:58])[C:31]([C:45]1[CH:46]=[C:47]([O:55][CH3:56])[C:48]2[O:52][CH2:51]C(O)[C:49]=2[CH:54]=1)=[N:32][C:33]1[CH:38]=[CH:37][C:36]([C:39]2[N:43]=[C:42]([CH3:44])[O:41][N:40]=2)=[CH:35][CH:34]=1.C(=O)([O-])O.[Na+]. Product: [CH3:26][O:27][C:28](=[O:59])[N:29]=[C:30]([S:57][CH3:58])[C:31]([C:45]1[CH:46]=[C:47]([O:55][CH3:56])[C:48]2[O:52][CH2:51][CH:24]([O:23][CH3:25])[C:49]=2[CH:54]=1)=[N:32][C:33]1[CH:38]=[CH:37][C:36]([C:39]2[N:43]=[C:42]([CH3:44])[O:41][N:40]=2)=[CH:35][CH:34]=1. The catalyst class is: 115. (2) Reactant: [Cl:1][C:2]1[CH:10]=[CH:9][C:8]2[NH:7][C:6]3[CH2:11][CH2:12][N:13]([CH3:16])[CH2:14][CH2:15][C:5]=3[C:4]=2[CH:3]=1.Br[CH:18]=[C:19]([C:21]1[CH:26]=[CH:25][CH:24]=[C:23]([F:27])[CH:22]=1)[CH3:20].N1CCC[C@H]1C(O)=O.[O-]P([O-])([O-])=O.[K+].[K+].[K+]. Product: [Cl:1][C:2]1[CH:10]=[CH:9][C:8]2[N:7](/[CH:18]=[C:19](/[C:21]3[CH:26]=[CH:25][CH:24]=[C:23]([F:27])[CH:22]=3)\[CH3:20])[C:6]3[CH2:11][CH2:12][N:13]([CH3:16])[CH2:14][CH2:15][C:5]=3[C:4]=2[CH:3]=1. The catalyst class is: 122. (3) Reactant: [CH2:1]([O:3][C:4](=[N:6][OH:7])[CH3:5])[CH3:2].C(O[K])(C)(C)C.[CH2:14]([O:21][C:22](=[O:30])[C:23]1[CH:28]=[CH:27][CH:26]=[CH:25][C:24]=1F)[C:15]1[CH:20]=[CH:19][CH:18]=[CH:17][CH:16]=1. Product: [CH2:1]([O:3][C:4](=[N:6][O:7][C:24]1[CH:25]=[CH:26][CH:27]=[CH:28][C:23]=1[C:22]([O:21][CH2:14][C:15]1[CH:16]=[CH:17][CH:18]=[CH:19][CH:20]=1)=[O:30])[CH3:5])[CH3:2]. The catalyst class is: 18. (4) Reactant: [CH3:1][C:2]1[N:3]=[C:4]2[C:9]([O:10][CH2:11][C:12]3[CH:17]=[CH:16][C:15]([O:18][CH3:19])=[CH:14][CH:13]=3)=[CH:8][C:7](B3OC(C)(C)C(C)(C)O3)=[CH:6][N:5]2[C:29]=1[CH3:30].[N:31]1[NH:32][C:33](=[O:37])[CH:34]=[CH:35][CH:36]=1.N1C=CC=CC=1.C(N(CC)CC)C. Product: [CH3:1][C:2]1[N:3]=[C:4]2[C:9]([O:10][CH2:11][C:12]3[CH:17]=[CH:16][C:15]([O:18][CH3:19])=[CH:14][CH:13]=3)=[CH:8][C:7]([N:32]3[C:33](=[O:37])[CH:34]=[CH:35][CH:36]=[N:31]3)=[CH:6][N:5]2[C:29]=1[CH3:30]. The catalyst class is: 221. (5) Reactant: Br[C:2]1[CH:13]=[CH:12][C:5]([O:6][CH2:7][C:8]([CH3:11])([OH:10])[CH3:9])=[CH:4][CH:3]=1.CC([O-])=O.[K+].[CH3:19][C:20]1([CH3:36])[C:24]([CH3:26])([CH3:25])[O:23][B:22]([B:22]2[O:23][C:24]([CH3:26])([CH3:25])[C:20]([CH3:36])([CH3:19])[O:21]2)[O:21]1. Product: [CH3:9][C:8]([OH:10])([CH3:11])[CH2:7][O:6][C:5]1[CH:12]=[CH:13][C:2]([B:22]2[O:23][C:24]([CH3:26])([CH3:25])[C:20]([CH3:36])([CH3:19])[O:21]2)=[CH:3][CH:4]=1. The catalyst class is: 75. (6) Reactant: Br[C:2]1[C:3]([N:17]2[C:21]([CH3:22])=[CH:20][C:19]([C:23]([F:26])([F:25])[F:24])=[N:18]2)=[N:4][C:5]([NH:8][C:9]2[CH:14]=[C:13]([CH3:15])[CH:12]=[C:11]([CH3:16])[CH:10]=2)=[N:6][CH:7]=1.[CH3:27][O:28][C:29]1[C:34]([C:35]([O:37][CH3:38])=[O:36])=[CH:33][C:32](B2OC(C)(C)C(C)(C)O2)=[CH:31][N:30]=1.ClCCl.C(=O)([O-])[O-].[Na+].[Na+]. The catalyst class is: 47. Product: [CH3:16][C:11]1[CH:10]=[C:9]([NH:8][C:5]2[N:4]=[C:3]([N:17]3[C:21]([CH3:22])=[CH:20][C:19]([C:23]([F:26])([F:25])[F:24])=[N:18]3)[C:2]([C:32]3[CH:33]=[C:34]([C:35]([O:37][CH3:38])=[O:36])[C:29]([O:28][CH3:27])=[N:30][CH:31]=3)=[CH:7][N:6]=2)[CH:14]=[C:13]([CH3:15])[CH:12]=1. (7) Reactant: [CH:1]1([CH:7]=[O:8])[CH2:6][CH2:5][CH2:4][CH2:3][CH2:2]1.[CH3:9][C:10](C)([O-])[CH3:11].[K+].C(Br)C=C.Cl. Product: [CH2:11]([C:1]1([CH2:7][OH:8])[CH2:6][CH2:5][CH2:4][CH2:3][CH2:2]1)[CH:10]=[CH2:9]. The catalyst class is: 35.